This data is from Peptide-MHC class I binding affinity with 185,985 pairs from IEDB/IMGT. The task is: Regression. Given a peptide amino acid sequence and an MHC pseudo amino acid sequence, predict their binding affinity value. This is MHC class I binding data. (1) The peptide sequence is SLFTEQAFY. The MHC is HLA-B15:17 with pseudo-sequence HLA-B15:17. The binding affinity (normalized) is 0.0847. (2) The peptide sequence is VIMWYNYLF. The MHC is HLA-A02:01 with pseudo-sequence HLA-A02:01. The binding affinity (normalized) is 0.0847. (3) The peptide sequence is PHTSDTTSTF. The MHC is Mamu-B17 with pseudo-sequence Mamu-B17. The binding affinity (normalized) is 0.204.